Dataset: NCI-60 drug combinations with 297,098 pairs across 59 cell lines. Task: Regression. Given two drug SMILES strings and cell line genomic features, predict the synergy score measuring deviation from expected non-interaction effect. Synergy scores: CSS=39.6, Synergy_ZIP=1.20, Synergy_Bliss=-2.15, Synergy_Loewe=-27.9, Synergy_HSA=-3.31. Cell line: UO-31. Drug 1: CC1C(C(=O)NC(C(=O)N2CCCC2C(=O)N(CC(=O)N(C(C(=O)O1)C(C)C)C)C)C(C)C)NC(=O)C3=C4C(=C(C=C3)C)OC5=C(C(=O)C(=C(C5=N4)C(=O)NC6C(OC(=O)C(N(C(=O)CN(C(=O)C7CCCN7C(=O)C(NC6=O)C(C)C)C)C)C(C)C)C)N)C. Drug 2: C1C(C(OC1N2C=C(C(=O)NC2=O)F)CO)O.